Dataset: Full USPTO retrosynthesis dataset with 1.9M reactions from patents (1976-2016). Task: Predict the reactants needed to synthesize the given product. (1) The reactants are: [Cl:1][C:2]1[C:7]([O:8][C:9]2[C:23]([O:24][C:25]3[CH:26]=[N:27][C:28]([S:31]([CH2:34][CH3:35])(=[O:33])=[O:32])=[CH:29][CH:30]=3)=[CH:22][C:12]3[NH:13][C:14]([C:16]4[CH:21]=C[CH:19]=[CH:18][N:17]=4)=[N:15][C:11]=3[CH:10]=2)=[CH:6][CH:5]=[CH:4][N:3]=1.[N:36]1C=CN=CC=1C(O)=O. Given the product [Cl:1][C:2]1[C:7]([O:8][C:9]2[C:23]([O:24][C:25]3[CH:26]=[N:27][C:28]([S:31]([CH2:34][CH3:35])(=[O:33])=[O:32])=[CH:29][CH:30]=3)=[CH:22][C:12]3[NH:13][C:14]([C:16]4[CH:21]=[N:36][CH:19]=[CH:18][N:17]=4)=[N:15][C:11]=3[CH:10]=2)=[CH:6][CH:5]=[CH:4][N:3]=1, predict the reactants needed to synthesize it. (2) Given the product [Cl:29][C:20]1[CH:21]=[C:22]([C:25]([F:28])([F:27])[F:26])[CH:23]=[CH:24][C:19]=1[N:16]1[C:13]([CH3:14])=[C:12]([C:9]2[CH:10]=[CH:11][C:6]([O:5][CH3:4])=[CH:7][CH:8]=2)[N:18]=[N:17]1, predict the reactants needed to synthesize it. The reactants are: C[O-].[Na+].[CH3:4][O:5][C:6]1[CH:11]=[CH:10][C:9]([CH2:12][C:13](=O)[CH3:14])=[CH:8][CH:7]=1.[N:16]([C:19]1[CH:24]=[CH:23][C:22]([C:25]([F:28])([F:27])[F:26])=[CH:21][C:20]=1[Cl:29])=[N+:17]=[N-:18]. (3) Given the product [CH:1]1[C:11]2[C:10]3=[CH:12][C:13]4[CH:14]=[CH:15][C:16]([C:19]([NH2:23])=[O:21])=[CH:17][C:18]=4[N:9]3[CH2:8][CH:7]=[CH:6][C:5]=2[CH:4]=[CH:3][CH:2]=1, predict the reactants needed to synthesize it. The reactants are: [CH:1]1[C:11]2[C:10]3=[CH:12][C:13]4[CH:14]=[CH:15][C:16]([C:19]([OH:21])=O)=[CH:17][C:18]=4[N:9]3[CH2:8][CH:7]=[CH:6][C:5]=2[CH:4]=[CH:3][CH:2]=1.C[N:23](C)S(N)(=O)=O.Cl.CN(C)CCCN=C=NCC. (4) Given the product [Cl:20][C:21]1[CH:22]=[C:23]([C:28]2([C:30]([F:33])([F:31])[F:32])[O:9][N:8]=[C:7]([C:6]3[CH:5]=[N:4][C:3]([Cl:11])=[C:2]([Cl:1])[CH:10]=3)[CH2:29]2)[CH:24]=[C:25]([Cl:27])[CH:26]=1, predict the reactants needed to synthesize it. The reactants are: [Cl:1][C:2]1[C:3]([Cl:11])=[N:4][CH:5]=[C:6]([CH:10]=1)[CH:7]=[N:8][OH:9].ClN1C(=O)CCC1=O.[Cl:20][C:21]1[CH:22]=[C:23]([C:28]([C:30]([F:33])([F:32])[F:31])=[CH2:29])[CH:24]=[C:25]([Cl:27])[CH:26]=1.C(=O)([O-])O.[K+]. (5) Given the product [CH:8]1[C:9]2[C:14](=[CH:13][CH:12]=[CH:11][CH:10]=2)[CH:15]=[CH:16][C:7]=1[C:4]1[S:3][C:2]([NH:1][C:17]([C:18]2[CH:26]=[CH:25][CH:24]=[CH:23][C:19]=2[C:20]([OH:22])=[O:21])=[O:27])=[N:6][N:5]=1, predict the reactants needed to synthesize it. The reactants are: [NH2:1][C:2]1[S:3][C:4]([C:7]2[CH:16]=[CH:15][C:14]3[C:9](=[CH:10][CH:11]=[CH:12][CH:13]=3)[CH:8]=2)=[N:5][N:6]=1.[C:17]1(=[O:27])[O:22][C:20](=[O:21])[C:19]2=[CH:23][CH:24]=[CH:25][CH:26]=[C:18]12. (6) Given the product [CH3:23][O:22][C:11](=[O:21])[C:12]1[CH:20]=[CH:19][C:17]([O:18][C:5]2[CH:4]=[CH:3][C:2]([Br:1])=[CH:9][C:6]=2[CH:7]=[O:8])=[C:14]([O:15][CH3:16])[CH:13]=1, predict the reactants needed to synthesize it. The reactants are: [Br:1][C:2]1[CH:3]=[CH:4][C:5](F)=[C:6]([CH:9]=1)[CH:7]=[O:8].[C:11]([O:22][CH3:23])(=[O:21])[C:12]1[CH:20]=[CH:19][C:17]([OH:18])=[C:14]([O:15][CH3:16])[CH:13]=1.C([O-])([O-])=O.[K+].[K+]. (7) Given the product [O:29]1[CH2:30][CH2:31][N:26]([C:16]2[CH:15]=[CH:14][C:9]([NH2:10])=[N:8][CH:11]=2)[CH2:27][CH2:28]1, predict the reactants needed to synthesize it. The reactants are: ClC1[N:10]=[C:9]2C(N=C[N:8]2[CH:11]2[CH2:16][CH2:15][CH2:14]CO2)=C(NC2CCC(CO)CC2)N=1.[NH:26]1[CH2:31][CH2:30][O:29][CH2:28][CH2:27]1. (8) Given the product [F:1][C:2]1[CH:10]=[CH:9][C:8]2[NH:7][C:6](=[O:11])[C:5]3=[C:14]([C:15]4[NH:16][CH:17]=[CH:18][CH:19]=4)[CH2:13][CH2:12][C:3]=1[C:4]=23, predict the reactants needed to synthesize it. The reactants are: [F:1][C:2]1[C:3]([CH2:12][CH2:13][C:14](=O)[C:15]2[NH:16][CH:17]=[CH:18][CH:19]=2)=[C:4]2[C:8](=[CH:9][CH:10]=1)[NH:7][C:6](=[O:11])[CH2:5]2.